Task: Predict the reactants needed to synthesize the given product.. Dataset: Retrosynthesis with 50K atom-mapped reactions and 10 reaction types from USPTO (1) Given the product CCOC(=O)CC(O)[C@H]1[C@H](NC(=O)OC(C)(C)C)[C@@H](OCc2ccccc2)[C@@H](OCc2ccccc2)[C@@H]1OCc1ccccc1, predict the reactants needed to synthesize it. The reactants are: CCOC(=O)CC(O)[C@H]1[C@H](N(Cc2ccc(OC)cc2)C(=O)OC(C)(C)C)[C@@H](OCc2ccccc2)[C@@H](OCc2ccccc2)[C@@H]1OCc1ccccc1. (2) Given the product COC/C=C/c1nn(C(c2ccccc2)(c2ccccc2)c2ccccc2)c2cc(NC(=O)N[C@H](C)c3ccccc3)ncc12, predict the reactants needed to synthesize it. The reactants are: COC/C=C/c1nn(C(c2ccccc2)(c2ccccc2)c2ccccc2)c2cc(Cl)ncc12.C[C@@H](NC(N)=O)c1ccccc1. (3) Given the product Cc1cc(C(=O)O)ccc1Nc1ncc2c(n1)N(C1CCCC1)CC1(CC1)C(=O)N2C, predict the reactants needed to synthesize it. The reactants are: CN1C(=O)C2(CC2)CN(C2CCCC2)c2nc(Cl)ncc21.Cc1cc(C(=O)O)ccc1N. (4) Given the product CC1(Oc2ccc(N)cc2)C2CC3CC(C2)CC1C3, predict the reactants needed to synthesize it. The reactants are: CC1(Oc2ccc([N+](=O)[O-])cc2)C2CC3CC(C2)CC1C3. (5) Given the product CN(c1ccccc1Br)C1CCN(C(=O)CNC(=O)c2ccc(-c3ccccc3)cc2)CC1, predict the reactants needed to synthesize it. The reactants are: CN(c1ccccc1Br)C1CCNCC1.O=C(O)CNC(=O)c1ccc(-c2ccccc2)cc1.